This data is from Forward reaction prediction with 1.9M reactions from USPTO patents (1976-2016). The task is: Predict the product of the given reaction. (1) Given the reactants C[O:2][C:3]1[CH:12]=[C:11]2[C:6]([C:7]([C:13]3[C:14]([C:22]4[CH:27]=[CH:26][CH:25]=[C:24]([CH3:28])[N:23]=4)=[N:15][N:16]4[CH:21]=[CH:20][CH:19]=[CH:18][C:17]=34)=[CH:8][CH:9]=[N:10]2)=[CH:5][CH:4]=1.C(S)C.[H-].[Na+].[NH4+].[Cl-], predict the reaction product. The product is: [CH3:28][C:24]1[N:23]=[C:22]([C:14]2[C:13]([C:7]3[C:6]4[C:11](=[CH:12][C:3]([OH:2])=[CH:4][CH:5]=4)[N:10]=[CH:9][CH:8]=3)=[C:17]3[CH:18]=[CH:19][CH:20]=[CH:21][N:16]3[N:15]=2)[CH:27]=[CH:26][CH:25]=1. (2) Given the reactants [NH:1]1[C:5]2[CH:6]=[CH:7][C:8]([NH2:10])=[CH:9][C:4]=2[N:3]=[CH:2]1.[Cl:11][C:12]1[CH:13]=[CH:14][C:15]([OH:20])=[C:16]([CH:19]=1)[CH:17]=O.C([O:23][C:24](=O)[C:25](=[O:30])[CH2:26][CH2:27][S:28][CH3:29])C, predict the reaction product. The product is: [NH:1]1[C:5]2[CH:6]=[CH:7][C:8]([N:10]3[CH:17]([C:16]4[CH:19]=[C:12]([Cl:11])[CH:13]=[CH:14][C:15]=4[OH:20])[C:26]([CH2:27][S:28][CH3:29])=[C:25]([OH:30])[C:24]3=[O:23])=[CH:9][C:4]=2[N:3]=[CH:2]1. (3) The product is: [F:44][CH:42]1[CH2:43][CH2:36][N:31]([CH2:32][CH:11]2[CH2:10][CH:9]([OH:8])[C:18]3[C:13](=[CH:14][CH:15]=[CH:16][CH:17]=3)[O:12]2)[CH2:40][CH2:41]1. Given the reactants [Si]([O:8][C@@H:9]1[C:18]2[C:13](=[CH:14][C:15](CN3CCC(F)CC3)=[CH:16][CH:17]=2)[O:12][CH2:11][CH2:10]1)(C(C)(C)C)(C)C.CCCC[N+:31]([CH2:40][CH2:41][CH2:42][CH3:43])([CH2:36]CCC)[CH2:32]CCC.[F-:44], predict the reaction product. (4) The product is: [S:30]1[C:3]2([CH2:8][CH2:7][N:6]([C:9]3[CH:14]=[CH:13][C:12]([N:15]4[CH2:19][C@H:18]([CH2:20][NH:21][C:22](=[O:24])[CH3:23])[O:17][C:16]4=[O:25])=[CH:11][C:10]=3[F:26])[CH2:5][CH2:4]2)[CH2:2][S:31][CH2:27][CH2:28][CH2:29]1. Given the reactants O1[C:3]2([CH2:8][CH2:7][N:6]([C:9]3[CH:14]=[CH:13][C:12]([N:15]4[CH2:19][C@H:18]([CH2:20][NH:21][C:22](=[O:24])[CH3:23])[O:17][C:16]4=[O:25])=[CH:11][C:10]=3[F:26])[CH2:5][CH2:4]2)[CH2:2]1.[CH2:27]([SH:31])[CH2:28][CH2:29][SH:30].B(F)(F)F, predict the reaction product. (5) Given the reactants I[C:2]1[N:3]=[C:4]([CH2:7][CH2:8][CH3:9])[NH:5][CH:6]=1.[C:10]1(B(O)O)[CH:15]=[CH:14][CH:13]=[CH:12][CH:11]=1.C(=O)([O-])[O-].[Na+].[Na+], predict the reaction product. The product is: [C:10]1([C:2]2[N:3]=[C:4]([CH2:7][CH2:8][CH3:9])[NH:5][CH:6]=2)[CH:15]=[CH:14][CH:13]=[CH:12][CH:11]=1. (6) Given the reactants [CH3:1][O:2][C:3](=[O:16])[C:4]1[CH:9]=[CH:8][C:7]([C:10](=O)[CH2:11][CH:12]([CH3:14])[CH3:13])=[CH:6][CH:5]=1.[C:17]([C:21]1[CH:26]=[CH:25][C:24]([C:27]2[CH:32]=[CH:31][C:30]([NH2:33])=[CH:29][CH:28]=2)=[CH:23][CH:22]=1)([CH3:20])([CH3:19])[CH3:18].C(N(CC)CC)C.C([BH3-])#N.[Na+].[OH-].[Na+], predict the reaction product. The product is: [CH3:1][O:2][C:3](=[O:16])[C:4]1[CH:9]=[CH:8][C:7]([CH:10]([NH:33][C:30]2[CH:29]=[CH:28][C:27]([C:24]3[CH:25]=[CH:26][C:21]([C:17]([CH3:20])([CH3:19])[CH3:18])=[CH:22][CH:23]=3)=[CH:32][CH:31]=2)[CH2:11][CH:12]([CH3:14])[CH3:13])=[CH:6][CH:5]=1.